This data is from Reaction yield outcomes from USPTO patents with 853,638 reactions. The task is: Predict the reaction yield, written as a fraction of the theoretical maximum amount of product (1.0 means a 100% yield; for example, 0.34 means a 34% yield). (1) The reactants are [CH3:1][C:2]1[C:7]([CH2:8][C:9]2[CH:14]=[CH:13][CH:12]=[C:11]([C:15]([F:18])([F:17])[F:16])[CH:10]=2)=[C:6]([CH3:19])[N:5]2[N:20]=[CH:21][C:22]([C:23]([OH:25])=O)=[C:4]2[N:3]=1.[CH3:26][N:27]1[CH:31]=[C:30]([CH2:32][CH2:33][NH2:34])[N:29]=[CH:28]1. No catalyst specified. The product is [CH3:1][C:2]1[C:7]([CH2:8][C:9]2[CH:14]=[CH:13][CH:12]=[C:11]([C:15]([F:16])([F:17])[F:18])[CH:10]=2)=[C:6]([CH3:19])[N:5]2[N:20]=[CH:21][C:22]([C:23]([NH:34][CH2:33][CH2:32][C:30]3[N:29]=[CH:28][N:27]([CH3:26])[CH:31]=3)=[O:25])=[C:4]2[N:3]=1. The yield is 0.350. (2) The reactants are Cl[C:2]1[N:7]=[C:6]([NH:8][C:9]2[CH:21]=[CH:20][C:12]3[CH2:13][CH2:14][N:15]([CH2:18][CH3:19])[CH2:16][CH2:17][C:11]=3[CH:10]=2)[C:5]([Cl:22])=[CH:4][N:3]=1.[CH2:23]([N:25]1[CH2:31][CH2:30][C:29]2[CH:32]=[C:33](N)[CH:34]=[CH:35][C:28]=2[CH2:27][CH2:26]1)[CH3:24].[C:37]12(CS(O)(=O)=O)C(C)(C)C(CC1)CC2=O. The catalyst is C(O)(C)C. The product is [Cl:22][C:5]1[C:6]([NH:8][C:9]2[CH:21]=[CH:20][C:12]3[CH2:13][CH2:14][N:15]([CH2:18][CH3:19])[CH2:16][CH2:17][C:11]=3[CH:10]=2)=[CH:37][C:2]([NH:7][C:33]2[CH:34]=[CH:35][C:28]3[CH2:27][CH2:26][N:25]([CH2:23][CH3:24])[CH2:31][CH2:30][C:29]=3[CH:32]=2)=[N:3][CH:4]=1. The yield is 0.760. (3) The reactants are [NH2:1][C:2]1[N:6]=[CH:5][NH:4][N:3]=1.[OH:7][C:8]([CH3:20])([CH3:19])[CH2:9][O:10][C:11]1([CH3:18])[CH2:16][CH2:15][C:14](=O)[CH2:13][CH2:12]1.C(O[BH-](OC(=O)C)OC(=O)C)(=O)C.[Na+]. The catalyst is C(O)(=O)C.C(=O)([O-])O.[Na+]. The product is [CH3:20][C:8]([OH:7])([CH3:19])[CH2:9][O:10][C:11]1([CH3:18])[CH2:16][CH2:15][CH:14]([NH:1][C:2]2[N:6]=[CH:5][NH:4][N:3]=2)[CH2:13][CH2:12]1. The yield is 0.540. (4) The reactants are [Cl:1][C:2]1[CH:3]=[C:4]2[C:8](=[CH:9][CH:10]=1)[N:7]([C:11]1[N:15]([CH3:16])[N:14]=[C:13]([CH3:17])[C:12]=1[CH2:18][CH2:19][CH2:20][OH:21])[CH:6]=[CH:5]2.[CH2:22]([N:24]=[C:25]=[O:26])[CH3:23]. The catalyst is N1C=CC=CC=1. The product is [CH2:22]([NH:24][C:25](=[O:26])[O:21][CH2:20][CH2:19][CH2:18][C:12]1[C:13]([CH3:17])=[N:14][N:15]([CH3:16])[C:11]=1[N:7]1[C:8]2[C:4](=[CH:3][C:2]([Cl:1])=[CH:10][CH:9]=2)[CH:5]=[CH:6]1)[CH3:23]. The yield is 0.860.